Dataset: Experimentally validated miRNA-target interactions with 360,000+ pairs, plus equal number of negative samples. Task: Binary Classification. Given a miRNA mature sequence and a target amino acid sequence, predict their likelihood of interaction. (1) The miRNA is mmu-miR-669f-5p with sequence AGUUGUGUGUGCAUGUGCAUGUGU. The protein sequence of the target gene is MDCQENEYRDQWGRCVTCQQCGPGQELSKDCGYGEGGDAHCIVCPPRKYKSTWGHHRCQTCITCAVINRVQKANCTNTSNAICGDCLPRFYRKTRIGGLQDQECIPCTKQTPSSEVQCTFQLSLVKVDAHTVPPREATLVALVGSLLVVFALAFLGLFFLYCKQIFNRHCQCRDSLQYEAEKTVEEDSLFPVPPGQETSPEFPANEGILEIKPLNSILDDDCSSTRGFPTQESFTMASCASESHSQWVHTPIECTELDLQKFSSSIPSTGPETLRENTAEHSGDRLELYVPFEVPSL. Result: 0 (no interaction). (2) The miRNA is hsa-miR-30c-5p with sequence UGUAAACAUCCUACACUCUCAGC. The protein sequence of the target gene is MASKVTDAIVWYQKKEFLSVATTAPGPQQVLPGYCQCSLKDQGLFIQCLIGAYDQQIWEKSVEQREIKFIKLGLRNKPKKTAHVKPDLIDVDLVRGSAFAKAKPESPWTSLTRKGIVRVVFFPFFFRWWLQVTSKVIFFWLLVLYLLQVAAIVLFCSTSSPHSIPLTEVIGPIWLMLLLGTVHCQIVSTRTPKPPLSTGGKRRRKLRKAAHLEVHREGDGSSTTDNTQEGAVQNHGTSTSHSVGTVFRDLWHAAFFLSGSKKAKNSIDKSTETDNGYVSLDGKKTVKSGEDGIQNHEPQC.... Result: 1 (interaction). (3) The miRNA is hsa-miR-20b-5p with sequence CAAAGUGCUCAUAGUGCAGGUAG. The protein sequence of the target gene is MDFLLALVLVSSLYLQAAAEFDGRWPRQIVSSIGLCRYGGRIDCCWGWARQSWGQCQPVCQPRCKHGECIGPNKCKCHPGYAGKTCNQDLNECGLKPRPCKHRCMNTYGSYKCYCLNGYMLMPDGSCSSALTCSMANCQYGCDVVKGQIRCQCPSPGLQLAPDGRTCVDVDECATGRASCPRFRQCVNTFGSYICKCHKGFDLMYIGGKYQCHDIDECSLGQYQCSSFARCYNIRGSYKCKCKEGYQGDGLTCVYIPKVMIEPSGPIHVPKGNGTILKGDTGNNNWIPDVGSTWWPPKTP.... Result: 1 (interaction). (4) The miRNA is hsa-miR-181a-3p with sequence ACCAUCGACCGUUGAUUGUACC. The protein sequence of the target gene is MTTTLVSATIFDLSEVLCKGNKMLNYSTPSAGGCLLDRKAVGTPAGGGFPRRHSVTLPSSKFHQNQLLSSLKGEPAPSLSSRDSRFRDRSFSEGGERLLPTQKQPGSGQVNSSRYKTELCRPFEENGACKYGDKCQFAHGIHELRSLTRHPKYKTELCRTFHTIGFCPYGPRCHFIHNAEERRALAGGRDLSADRPRLQHSFSFAGFPSAAATAAATGLLDSPTSITPPPILSADDLLGSPTLPDGTNNPFAFSSQELASLFAPSMGLPGGGSPTTFLFRPMSESPHMFDSPPSPQDSLS.... Result: 0 (no interaction). (5) Result: 0 (no interaction). The miRNA is mmu-miR-466p-3p with sequence AUACAUACACGCACACAUAAGA. The protein sequence of the target gene is MGNKQTIFTEEQLDNYQDCTFFNKKDILKLHARFYELAPNLVPMDYRKSPIVHVPMSLIIQMPELRENPFKERIVEAFSEDGEGNLTFNDFVDMFSVLCESAPRELKANYAFKIYDFNTDNFICKEDLEMTLARLTKSELEEDEVVLVCDKVIEEADLDGDGKLGFADFEDMIAKAPDFLSTFHIRI. (6) The miRNA is hsa-miR-4516 with sequence GGGAGAAGGGUCGGGGC. The protein sequence of the target gene is MGKSCKVVVCGQASVGKTSILEQLLYGNHVVGSEMIETQEDIYVGSIETDRGVREQVRFYDTRGLRDGAELPRHCFSCTDGYVLVYSTDSRESFQRVELLKKEIDKSKDKKEVTIVVLGNKCDLQEQRRVDPDVAQHWAKSEKVKLWEVSVADRRSLLEPFVYLASKMTQPQSKSAFPLSRKNKGSGSLDG. Result: 1 (interaction). (7) The miRNA is mmu-miR-466c-3p with sequence AUACAUACACGCACACAUAAGA. Result: 1 (interaction). The protein sequence of the target gene is MATVIPGDLSEVRDTQKAPSGKRKRGESKPRKNFPCQLCDKAFNSVEKLKVHSFSHTGERPYKCTHQDCTKAFVSKYKLQRHMATHSPEKTHKCNYCEKMFHRKDHLKNHLHTHDPNKETFKCEECGKSYNTKLGFKRHLALHAATSGDLTCKVCLQNFESTGVLLEHLKSHAGKSSGGVKEKKHQCEHCERRFYTRKDVRRHMVVHTGRKDFLCQYCAQRFGRKDHLTRHMKKSHNQELLKVKTEPVDFLDPFTCNMSVPIKDELLPVMSLPSSELLSKPFTNTLQLNLYNTPFQSMQS.... (8) The miRNA is hsa-miR-1193 with sequence GGGAUGGUAGACCGGUGACGUGC. The protein sequence of the target gene is MSERKEGRGKGKGKKKERGSGKKPESAAGSQSPALPPRLKEMKSQESAAGSKLVLRCETSSEYSSLRFKWFKNGNELNRKNKPQNIKIQKKPGKSELRINKASLADSGEYMCKVISKLGNDSASANITIVESNEIITGMPASTEGAYVSSESPIRISVSTEGANTSSSTSTSTTGTSHLVKCAEKEKTFCVNGGECFMVKDLSNPSRYLCKCQPGFTGARCTENVPMKVQNQEKAEELYQKRVLTITGICIALLVVGIMCVVAYCKTKKQRKKLHDRLRQSLRSERNNMMNIANGPHHPN.... Result: 0 (no interaction). (9) The miRNA is hsa-miR-195-3p with sequence CCAAUAUUGGCUGUGCUGCUCC. The protein sequence of the target gene is MTHGEELGSDVHQDSIVLTYLEGLLMHQAAGGSGTAVDKKSAGHNEEDQNFNISGSAFPTCQSNGPVLNTHTYQGSGMLHLKKARLLQSSEDWNAAKRKRLSDSIMNLNVKKEALLAGMVDSVPKGKQDSTLLASLLQSFSSRLQTVALSQQIRQSLKEQGYALSHDSLKVEKDLRCYGVASSHLKTLLKKSKVKDQKPDTNLPDVTKNLIRDRFAESPHHVGQSGTKVMSEPLSCAARLQAVASMVEKRASPATSPKPSVACSQLALLLSSEAHLQQYSREHALKTQNANQAASERLAA.... Result: 1 (interaction).